This data is from Full USPTO retrosynthesis dataset with 1.9M reactions from patents (1976-2016). The task is: Predict the reactants needed to synthesize the given product. (1) Given the product [O:36]=[C:35]1[C:33]([CH2:31][CH:32]2[C:8](=[O:17])[C:9]3[C:14](=[CH:13][CH:12]=[CH:11][CH:10]=3)[C:15]2=[O:16])=[N:20][NH:21][C:22](=[S:23])[NH:24]1, predict the reactants needed to synthesize it. The reactants are: C(OC(=O)C(=O)CN1[C:15](=[O:16])[C:14]2[C:9](=[CH:10][CH:11]=[CH:12][CH:13]=2)[C:8]1=[O:17])C.[NH2:20][NH:21][C:22]([NH2:24])=[S:23].CCN([CH:31]([CH3:33])[CH3:32])C(C)C.C[CH2:35][OH:36]. (2) The reactants are: [F:1][C:2]1[C:10]([CH2:11][NH:12][C:13]([C:15]([CH3:18])([CH3:17])[CH3:16])=[O:14])=[CH:9][CH:8]=[C:7]([Cl:19])[C:3]=1[C:4]([OH:6])=O.[NH2:20][C:21]1[CH:22]=[CH:23][C:24]([O:37][CH2:38][CH:39]([F:41])[F:40])=[C:25]([CH:36]=1)[C:26]([NH:28][C:29]1[CH:34]=[CH:33][C:32]([Br:35])=[CH:31][CH:30]=1)=[O:27].CN(C(ON1N=NC2C=CC=NC1=2)=[N+](C)C)C.F[P-](F)(F)(F)(F)F. Given the product [F:41][CH:39]([F:40])[CH2:38][O:37][C:24]1[CH:23]=[CH:22][C:21]([NH:20][C:4](=[O:6])[C:3]2[C:7]([Cl:19])=[CH:8][CH:9]=[C:10]([CH2:11][NH:12][C:13]([C:15]([CH3:18])([CH3:17])[CH3:16])=[O:14])[C:2]=2[F:1])=[CH:36][C:25]=1[C:26]([NH:28][C:29]1[CH:34]=[CH:33][C:32]([Br:35])=[CH:31][CH:30]=1)=[O:27], predict the reactants needed to synthesize it. (3) Given the product [CH3:15][O:14][C:7]1[C:8]([O:12][CH3:13])=[N:9][C:10]2[CH:11]=[C:2]([CH3:22])[C:3]3[CH2:19][N:18]([CH3:20])[CH2:17][CH2:16][C:4]=3[C:5]=2[N:6]=1, predict the reactants needed to synthesize it. The reactants are: Br[C:2]1[C:3]2[CH2:19][N:18]([CH3:20])[CH2:17][CH2:16][C:4]=2[C:5]2[N:6]=[C:7]([O:14][CH3:15])[C:8]([O:12][CH3:13])=[N:9][C:10]=2[CH:11]=1.[Li][CH:22](CC)C.CI.